Dataset: Full USPTO retrosynthesis dataset with 1.9M reactions from patents (1976-2016). Task: Predict the reactants needed to synthesize the given product. (1) Given the product [O:3]1[C:8]2=[CH:9][CH:10]=[CH:11][C:7]2=[CH:6][C:5]([CH:12]2[CH2:17][CH2:16][CH2:15][CH2:14][N:13]2[CH2:18][CH2:19][C@H:20]2[CH2:21][CH2:22][C@H:23]([NH:26][C:32](=[O:33])[C:31]3[CH:35]=[CH:36][C:28]([F:27])=[CH:29][CH:30]=3)[CH2:24][CH2:25]2)=[CH:4]1, predict the reactants needed to synthesize it. The reactants are: Cl.Cl.[O:3]1[C:8]2=[CH:9][CH:10]=[CH:11][C:7]2=[CH:6][C:5]([CH:12]2[CH2:17][CH2:16][CH2:15][CH2:14][N:13]2[CH2:18][CH2:19][C@H:20]2[CH2:25][CH2:24][C@H:23]([NH2:26])[CH2:22][CH2:21]2)=[CH:4]1.[F:27][C:28]1[CH:36]=[CH:35][C:31]([C:32](O)=[O:33])=[CH:30][CH:29]=1. (2) The reactants are: [ClH:1].[C:2]([C:4]1[CH:9]=[CH:8][N:7]=[C:6]([NH:10][C:11]2[N:16]=[C:15]([C:17]3[CH:18]=[N:19][C:20]([N:23]4[CH2:28][CH2:27][N:26]([CH2:29][C:30](O)=[O:31])[CH2:25][CH2:24]4)=[CH:21][CH:22]=3)[CH:14]=[C:13]([CH:33]3[CH2:35][CH2:34]3)[CH:12]=2)[CH:5]=1)#[N:3].C[N:37](C=O)C.C(N(CC)C(C)C)(C)C.[Cl-].[NH4+]. Given the product [ClH:1].[C:2]([C:4]1[CH:9]=[CH:8][N:7]=[C:6]([NH:10][C:11]2[N:16]=[C:15]([C:17]3[CH:18]=[N:19][C:20]([N:23]4[CH2:24][CH2:25][N:26]([CH2:29][C:30]([NH2:37])=[O:31])[CH2:27][CH2:28]4)=[CH:21][CH:22]=3)[CH:14]=[C:13]([CH:33]3[CH2:35][CH2:34]3)[CH:12]=2)[CH:5]=1)#[N:3], predict the reactants needed to synthesize it. (3) The reactants are: [F:1][CH:2]([F:27])[C:3]1[CH:4]=[CH:5][C:6]([F:26])=[C:7]([C:9]2[CH:14]=[CH:13][C:12]([C:15](OC)=[O:16])=[CH:11][C:10]=2[CH:19]2[CH2:23][CH2:22][CH2:21][C:20]2([CH3:25])[CH3:24])[CH:8]=1.[H-].[H-].[H-].[H-].[Li+].[Al+3].[OH-].[Na+]. Given the product [F:27][CH:2]([F:1])[C:3]1[CH:4]=[CH:5][C:6]([F:26])=[C:7]([C:9]2[CH:14]=[CH:13][C:12]([CH2:15][OH:16])=[CH:11][C:10]=2[CH:19]2[CH2:23][CH2:22][CH2:21][C:20]2([CH3:24])[CH3:25])[CH:8]=1, predict the reactants needed to synthesize it. (4) Given the product [Cl:1][C:2]1[C:6]2[C:7]([F:13])=[CH:8][CH:9]=[C:10]([O:11][CH3:12])[C:5]=2[S:4][CH:3]=1, predict the reactants needed to synthesize it. The reactants are: [Cl:1][C:2]1[C:6]2[C:7]([F:13])=[CH:8][CH:9]=[C:10]([O:11][CH3:12])[C:5]=2[S:4][C:3]=1C(O)=O.[N+](=C1CCCCCCCCCC1C1CCCCCCCCCC1)=[N-]. (5) The reactants are: ClC1C=C(N(CC2[CH:32]=[CH:31][C:30]([O:33]C)=[CH:29][CH:28]=2)C2C=CC=CC=2)C2N(C(C=CC3C=CN=CC=3)=CN=2)N=1.[NH2:35][CH2:36][C:37]1[CH:38]=[C:39]([N:46]([CH2:53][C:54]2[CH:59]=[CH:58][C:57]([O:60][CH3:61])=[CH:56][CH:55]=2)[C:47]2[CH:52]=[CH:51][CH:50]=[CH:49][CH:48]=2)[C:40]2[N:41]([CH:43]=[CH:44][N:45]=2)[N:42]=1.C(N1CCCC(NC2C=C(N(CC3C=CC(OC)=CC=3)C3C=CC=CC=3)C3N(C(C#N)=CN=3)N=2)C1)C1C=CC=CC=1.C(OC)(=O)C=C.CC(C)([O-])C.[K+].[OH-].[Na+].Cl. Given the product [CH3:61][O:60][C:57]1[CH:56]=[CH:55][C:54]([CH2:53][N:46]([C:47]2[CH:48]=[CH:49][CH:50]=[CH:51][CH:52]=2)[C:39]2[C:40]3[N:41]([CH:43]=[CH:44][N:45]=3)[N:42]=[C:37]([CH2:36][N:35]3[CH2:32][CH2:31][C:30](=[O:33])[CH2:29][CH2:28]3)[CH:38]=2)=[CH:59][CH:58]=1, predict the reactants needed to synthesize it. (6) Given the product [N:10]1[N:9]2[CH2:11][CH2:12][CH2:13][C:8]2=[CH:7][C:6]=1[CH:4]=[O:5], predict the reactants needed to synthesize it. The reactants are: CON(C)[C:4]([C:6]1[CH:7]=[C:8]2[CH2:13][CH2:12][CH2:11][N:9]2[N:10]=1)=[O:5].[H-].[Al+3].[Li+].[H-].[H-].[H-]. (7) Given the product [ClH:44].[F:35][C:30]([C:27]1[CH:28]=[CH:29][C:24]([CH2:23][O:22][C:18]2[CH:17]=[C:16]3[C:21](=[CH:20][CH:19]=2)[N:13]([C:11](=[O:12])[CH2:10][NH:9][CH2:8][CH2:7][C:6]([OH:43])=[O:5])[CH2:14][CH2:15]3)=[CH:25][CH:26]=1)([F:34])[CH:31]([CH3:32])[CH3:33], predict the reactants needed to synthesize it. The reactants are: C([O:5][C:6](=[O:43])[CH2:7][CH2:8][N:9](C(OC(C)(C)C)=O)[CH2:10][C:11]([N:13]1[C:21]2[C:16](=[CH:17][C:18]([O:22][CH2:23][C:24]3[CH:29]=[CH:28][C:27]([C:30]([F:35])([F:34])[CH:31]([CH3:33])[CH3:32])=[CH:26][CH:25]=3)=[CH:19][CH:20]=2)[CH2:15][CH2:14]1)=[O:12])(C)(C)C.[ClH:44].C(OCC)(=O)C. (8) Given the product [CH:19]1([CH2:18][N:15]2[CH2:14][CH2:13][N:12]([CH2:11][C@@H:10]([O:22][CH3:23])[CH2:9][NH2:8])[CH2:17][CH2:16]2)[CH2:20][CH2:21]1, predict the reactants needed to synthesize it. The reactants are: C([N:8](CC1C=CC=CC=1)[CH2:9][C@H:10]([O:22][CH3:23])[CH2:11][N:12]1[CH2:17][CH2:16][N:15]([CH2:18][CH:19]2[CH2:21][CH2:20]2)[CH2:14][CH2:13]1)C1C=CC=CC=1.[H][H].